From a dataset of Reaction yield outcomes from USPTO patents with 853,638 reactions. Predict the reaction yield, written as a fraction of the theoretical maximum amount of product (1.0 means a 100% yield; for example, 0.34 means a 34% yield). The reactants are [CH2:1]([Mg]Br)[CH3:2].CO[C:7](=[O:24])[C:8]1[CH:13]=[CH:12][C:11]([O:14][Si:15]([C:18]([CH3:21])([CH3:20])[CH3:19])([CH3:17])[CH3:16])=[C:10]([O:22][CH3:23])[CH:9]=1.[Cl-].[NH4+].O1CC[CH2:29][CH2:28]1. No catalyst specified. The product is [C:18]([Si:15]([CH3:16])([CH3:17])[O:14][C:11]1[CH:12]=[CH:13][C:8]([C:7]([OH:24])([CH2:1][CH3:2])[CH2:28][CH3:29])=[CH:9][C:10]=1[O:22][CH3:23])([CH3:19])([CH3:20])[CH3:21]. The yield is 0.980.